From a dataset of Full USPTO retrosynthesis dataset with 1.9M reactions from patents (1976-2016). Predict the reactants needed to synthesize the given product. Given the product [C:15]([O:14][CH2:13][CH:2]([O:1][C:15](=[O:31])[CH2:16][CH2:17][CH2:18][CH2:19][CH2:20][CH2:21][CH2:22][CH2:23][CH2:24][CH2:25][CH2:26][CH2:27][CH2:28][CH2:29][CH3:30])[C:3]([O:5][CH2:6][C:7]1[CH:12]=[CH:11][CH:10]=[CH:9][CH:8]=1)=[O:4])(=[O:31])[CH2:16][CH2:17][CH2:18][CH2:19][CH2:20][CH2:21][CH2:22][CH2:23][CH2:24][CH2:25][CH2:26][CH2:27][CH2:28][CH2:29][CH3:30], predict the reactants needed to synthesize it. The reactants are: [OH:1][CH:2]([CH2:13][OH:14])[C:3]([O:5][CH2:6][C:7]1[CH:12]=[CH:11][CH:10]=[CH:9][CH:8]=1)=[O:4].[C:15](Cl)(=[O:31])[CH2:16][CH2:17][CH2:18][CH2:19][CH2:20][CH2:21][CH2:22][CH2:23][CH2:24][CH2:25][CH2:26][CH2:27][CH2:28][CH2:29][CH3:30].